Dataset: Catalyst prediction with 721,799 reactions and 888 catalyst types from USPTO. Task: Predict which catalyst facilitates the given reaction. (1) Reactant: [CH:1]1([C:4]2[N:9]=[C:8]([CH:10]=[O:11])[CH:7]=[CH:6][CH:5]=2)[CH2:3][CH2:2]1.[BH4-].[Na+]. Product: [CH:1]1([C:4]2[N:9]=[C:8]([CH2:10][OH:11])[CH:7]=[CH:6][CH:5]=2)[CH2:3][CH2:2]1. The catalyst class is: 5. (2) Reactant: C[O:2][C:3]([C:5]1[N:6]([CH2:22][C:23]2[CH:27]=[C:26]([C:28]3[S:29][C:30]([Cl:33])=[CH:31][CH:32]=3)[O:25][N:24]=2)[C:7]([C:10](=[O:21])[NH:11][CH:12]2[CH2:17][CH2:16][N:15]([CH:18]([CH3:20])[CH3:19])[CH2:14][CH2:13]2)=[CH:8][CH:9]=1)=[O:4].[Li+].[OH-].[C:36]([OH:42])([C:38]([F:41])([F:40])[F:39])=[O:37]. Product: [Cl:33][C:30]1[S:29][C:28]([C:26]2[O:25][N:24]=[C:23]([CH2:22][N:6]3[C:7]([C:10](=[O:21])[NH:11][CH:12]4[CH2:13][CH2:14][N:15]([CH:18]([CH3:20])[CH3:19])[CH2:16][CH2:17]4)=[CH:8][CH:9]=[C:5]3[C:3]([OH:4])=[O:2])[CH:27]=2)=[CH:32][CH:31]=1.[C:36]([OH:42])([C:38]([F:41])([F:40])[F:39])=[O:37]. The catalyst class is: 20.